This data is from Forward reaction prediction with 1.9M reactions from USPTO patents (1976-2016). The task is: Predict the product of the given reaction. (1) Given the reactants C([NH:9][C:10]([NH:12][C:13]1[C:18]([O:19][C:20]2[CH:25]=[CH:24][C:23]([F:26])=[CH:22][CH:21]=2)=[CH:17][C:16]([Br:27])=[CH:15][N:14]=1)=[S:11])(=O)C1C=CC=CC=1.Br[CH2:29][C:30]([CH:32]1[CH2:37][CH2:36][N:35]([C:38]([O:40][C:41]([CH3:44])([CH3:43])[CH3:42])=[O:39])[CH2:34][CH2:33]1)=O, predict the reaction product. The product is: [Br:27][C:16]1[CH:17]=[C:18]([O:19][C:20]2[CH:25]=[CH:24][C:23]([F:26])=[CH:22][CH:21]=2)[C:13]([NH:12][C:10]2[S:11][CH:29]=[C:30]([CH:32]3[CH2:37][CH2:36][N:35]([C:38]([O:40][C:41]([CH3:44])([CH3:43])[CH3:42])=[O:39])[CH2:34][CH2:33]3)[N:9]=2)=[N:14][CH:15]=1. (2) Given the reactants C[C@H:2]1[CH2:30][O:29][C@@:5]2(O[C@H:8]3[CH2:10][C@H:11]4[C@@H]5CC=C6C[C@@H](O)CC[C@]6(C)[C@H]5CC[C@:12]4(C)[C@H:7]3[C@@H:6]2C)[CH2:4][CH2:3]1.[OH-].[K+].C(OCC(CC)CCCC)C1[O:36]C1, predict the reaction product. The product is: [CH2:6]([CH:5]([O:29][CH2:30][CH3:2])[CH:4]1[O:36][CH2:3]1)[CH2:7][CH2:8][CH2:10][CH2:11][CH3:12]. (3) Given the reactants [C:1]([C:3]1[CH:8]=[CH:7][CH:6]=[CH:5][C:4]=1[C:9]1([C:12]([NH2:14])=[O:13])[CH2:11][CH2:10]1)#[CH:2].[Cl:15][C:16]1[N:21]=[C:20](Cl)[C:19]([Cl:23])=[CH:18][N:17]=1.CCN(CC)CC, predict the reaction product. The product is: [Cl:15][C:16]1[N:21]=[C:20]([C:2]#[C:1][C:3]2[CH:8]=[CH:7][CH:6]=[CH:5][C:4]=2[C:9]2([C:12]([NH2:14])=[O:13])[CH2:11][CH2:10]2)[C:19]([Cl:23])=[CH:18][N:17]=1. (4) Given the reactants [NH2:1][C:2]1[CH:10]=[CH:9][C:5]([C:6]([OH:8])=O)=[CH:4][C:3]=1[F:11].[CH2:12]1[C@H:21]2[C@H:16]([CH2:17][CH2:18][C:19]3[CH:25]=[CH:24][CH:23]=[CH:22][C:20]=32)[NH:15][CH2:14][CH2:13]1.F[P-](F)(F)(F)(F)F.N1(OC(N(C)C)=[N+](C)C)C2N=CC=CC=2N=N1, predict the reaction product. The product is: [NH2:1][C:2]1[CH:10]=[CH:9][C:5]([C:6]([N:15]2[C@@H:16]3[C@@H:21]([C:20]4[CH:22]=[CH:23][CH:24]=[CH:25][C:19]=4[CH2:18][CH2:17]3)[CH2:12][CH2:13][CH2:14]2)=[O:8])=[CH:4][C:3]=1[F:11]. (5) Given the reactants [NH2:1][C:2]1[N:10]=[CH:9][CH:8]=[CH:7][C:3]=1[C:4]([OH:6])=[O:5].CCN(C(C)C)C(C)C.[C:20](Cl)(=O)[CH2:21][CH:22]([CH3:24])[CH3:23], predict the reaction product. The product is: [CH2:21]([C:20]1[O:5][C:4](=[O:6])[C:3]2[CH:7]=[CH:8][CH:9]=[N:10][C:2]=2[N:1]=1)[CH:22]([CH3:24])[CH3:23]. (6) The product is: [C:1]([O:5][C:6]([N:8]1[CH2:13][CH2:12][C@H:11]([O:14][C:15]2[CH:20]=[CH:19][CH:18]=[C:17]([NH:21][C:26](=[O:27])[C:25]3[CH:29]=[CH:30][C:31]([F:33])=[CH:32][C:24]=3[Cl:23])[N:16]=2)[CH2:10][C@@H:9]1[CH3:22])=[O:7])([CH3:4])([CH3:2])[CH3:3]. Given the reactants [C:1]([O:5][C:6]([N:8]1[CH2:13][CH2:12][C@H:11]([O:14][C:15]2[CH:20]=[CH:19][CH:18]=[C:17]([NH2:21])[N:16]=2)[CH2:10][C@@H:9]1[CH3:22])=[O:7])([CH3:4])([CH3:3])[CH3:2].[Cl:23][C:24]1[CH:32]=[C:31]([F:33])[CH:30]=[CH:29][C:25]=1[C:26](Cl)=[O:27], predict the reaction product.